From a dataset of Forward reaction prediction with 1.9M reactions from USPTO patents (1976-2016). Predict the product of the given reaction. (1) Given the reactants [F:1][C:2]1[CH:24]=[C:23]([F:25])[CH:22]=[CH:21][C:3]=1[CH2:4][N:5]1[C:9]2=[CH:10][N:11]=[C:12]([C:14]([OH:16])=O)[CH:13]=[C:8]2[C:7]([CH2:17][N:18]([CH3:20])[CH3:19])=[CH:6]1.Cl.[CH3:27][O:28][NH2:29], predict the reaction product. The product is: [F:1][C:2]1[CH:24]=[C:23]([F:25])[CH:22]=[CH:21][C:3]=1[CH2:4][N:5]1[C:9]2=[CH:10][N:11]=[C:12]([C:14]([NH:29][O:28][CH3:27])=[O:16])[CH:13]=[C:8]2[C:7]([CH2:17][N:18]([CH3:19])[CH3:20])=[CH:6]1. (2) Given the reactants Cl[C:2]1[N:7]2[N:8]=[C:9]([CH2:11][CH3:12])[N:10]=[C:6]2[N:5]=[C:4]([CH3:13])[CH:3]=1.[NH2:14][C:15]1[CH:20]=[CH:19][C:18]([S:21]([F:26])([F:25])([F:24])([F:23])[F:22])=[CH:17][CH:16]=1, predict the reaction product. The product is: [CH2:11]([C:9]1[N:10]=[C:6]2[N:5]=[C:4]([CH3:13])[CH:3]=[C:2]([NH:14][C:15]3[CH:20]=[CH:19][C:18]([S:21]([F:26])([F:22])([F:23])([F:24])[F:25])=[CH:17][CH:16]=3)[N:7]2[N:8]=1)[CH3:12]. (3) Given the reactants Cl[C:2]1[N:10]=[C:9]([C:11]([O:13][CH3:14])=[O:12])[N:8]=[C:7]2[C:3]=1[N:4]=[C:5]([C:24]1[CH:29]=[CH:28][C:27]([O:30][CH3:31])=[CH:26][CH:25]=1)[N:6]2[CH2:15][CH2:16][CH2:17][N:18]1[CH2:23][CH2:22][CH2:21][CH2:20][CH2:19]1, predict the reaction product. The product is: [CH3:31][O:30][C:27]1[CH:26]=[CH:25][C:24]([C:5]2[N:6]([CH2:15][CH2:16][CH2:17][N:18]3[CH2:23][CH2:22][CH2:21][CH2:20][CH2:19]3)[C:7]3[C:3]([N:4]=2)=[CH:2][N:10]=[C:9]([C:11]([O:13][CH3:14])=[O:12])[N:8]=3)=[CH:29][CH:28]=1.